Dataset: Reaction yield outcomes from USPTO patents with 853,638 reactions. Task: Predict the reaction yield, written as a fraction of the theoretical maximum amount of product (1.0 means a 100% yield; for example, 0.34 means a 34% yield). (1) The reactants are [Cl:1][C:2]1[CH:3]=[C:4]2[C:10]([CH:11]([C:13]3[N:14]([CH2:27][CH3:28])[N:15]=[C:16]([NH:18][CH2:19][C:20]4[CH:25]=[CH:24][C:23]([F:26])=[CH:22][CH:21]=4)[CH:17]=3)O)=[CH:9][N:8]([Si](C(C)C)(C(C)C)C(C)C)[C:5]2=[N:6][CH:7]=1.C([SiH](CC)CC)C.FC(F)(F)C(O)=O. The catalyst is C(#N)C. The product is [Cl:1][C:2]1[CH:3]=[C:4]2[C:10]([CH2:11][C:13]3[N:14]([CH2:27][CH3:28])[N:15]=[C:16]([NH:18][CH2:19][C:20]4[CH:21]=[CH:22][C:23]([F:26])=[CH:24][CH:25]=4)[CH:17]=3)=[CH:9][NH:8][C:5]2=[N:6][CH:7]=1. The yield is 0.220. (2) The reactants are Br[C:2]1[CH:24]=[CH:23][C:5]([CH2:6][N:7]2[CH2:12][CH2:11][N:10]([C:13]([O:15][N:16]3[C:20](=[O:21])[CH2:19][CH2:18][C:17]3=[O:22])=[O:14])[CH2:9][CH2:8]2)=[C:4]([N:25]2[CH2:30][CH2:29][O:28][CH2:27][CH2:26]2)[CH:3]=1.[C:31]1(B(O)O)[CH:36]=[CH:35][CH:34]=[CH:33][CH:32]=1.C([O-])([O-])=O.[K+].[K+].C1COCC1. The catalyst is C(Cl)Cl.C1(P([C-]2C=CC=C2)C2C=CC=CC=2)C=CC=CC=1.[C-]1(P(C2C=CC=CC=2)C2C=CC=CC=2)C=CC=C1.[Fe+2].[Pd](Cl)Cl.O. The product is [O:28]1[CH2:29][CH2:30][N:25]([C:4]2[CH:3]=[C:2]([C:31]3[CH:36]=[CH:35][CH:34]=[CH:33][CH:32]=3)[CH:24]=[CH:23][C:5]=2[CH2:6][N:7]2[CH2:12][CH2:11][N:10]([C:13]([O:15][N:16]3[C:20](=[O:21])[CH2:19][CH2:18][C:17]3=[O:22])=[O:14])[CH2:9][CH2:8]2)[CH2:26][CH2:27]1. The yield is 0.600. (3) The reactants are [C:1]([C:4]1[CH:9]=[CH:8][CH:7]=[C:6]([C:10](=O)[CH3:11])[N:5]=1)(=O)[CH3:2].[NH2:13][C:14]1[C:23]2[CH2:22][CH2:21][CH2:20][CH2:19][C:18]=2[CH:17]=[CH:16][CH:15]=1. The catalyst is CO.C(O)(=O)C. The product is [C:14]1([N:13]=[C:1]([C:4]2[CH:9]=[CH:8][CH:7]=[C:6]([C:10](=[N:13][C:14]3[C:23]4[CH2:22][CH2:21][CH2:20][CH2:19][C:18]=4[CH:17]=[CH:16][CH:15]=3)[CH3:11])[N:5]=2)[CH3:2])[C:23]2[CH2:22][CH2:21][CH2:20][CH2:19][C:18]=2[CH:17]=[CH:16][CH:15]=1. The yield is 0.300. (4) The reactants are [Br:1][C:2]1[CH:7]=[C:6]([N+:8]([O-:10])=[O:9])[CH:5]=[C:4]([Br:11])[C:3]=1F.[F:13][C:14]1[CH:19]=[C:18]([F:20])[CH:17]=[CH:16][C:15]=1[OH:21].C(=O)([O-])[O-].[K+].[K+]. The catalyst is CN(C)C=O. The product is [Br:1][C:2]1[CH:7]=[C:6]([N+:8]([O-:10])=[O:9])[CH:5]=[C:4]([Br:11])[C:3]=1[O:21][C:15]1[CH:16]=[CH:17][C:18]([F:20])=[CH:19][C:14]=1[F:13]. The yield is 0.950. (5) The reactants are [CH2:1]([S:3][C:4]1[CH:12]=[C:11]2[C:7]([CH:8]=[CH:9][NH:10]2)=[CH:6][CH:5]=1)[CH3:2].[CH3:13][N:14](C=O)C. No catalyst specified. The product is [CH2:1]([S:3][C:4]1[CH:12]=[C:11]2[C:7]([C:8]([C:13]#[N:14])=[CH:9][NH:10]2)=[CH:6][CH:5]=1)[CH3:2]. The yield is 0.840. (6) The reactants are [OH:1][C:2]1[CH:9]=[C:8]([CH:10]([OH:12])[CH3:11])[CH:7]=[CH:6][C:3]=1[CH:4]=O.N1CCCCC1.C(O)(=O)C.[S:23]1[C:27]2[CH:28]=[CH:29][CH:30]=[CH:31][C:26]=2[N:25]=[C:24]1[CH2:32][C:33](OCC)=[O:34]. The catalyst is CCO.C(OCC)C. The product is [S:23]1[C:27]2[CH:28]=[CH:29][CH:30]=[CH:31][C:26]=2[N:25]=[C:24]1[C:32]1[C:33](=[O:34])[O:1][C:2]2[C:3]([CH:4]=1)=[CH:6][CH:7]=[C:8]([CH:10]([OH:12])[CH3:11])[CH:9]=2. The yield is 0.450. (7) The reactants are Br[CH2:2][C:3]1[NH:8][C:7]([C:9]2[N:10]=[CH:11][S:12][CH:13]=2)=[N:6][CH:5]([C:14]2[CH:19]=[CH:18][C:17]([Cl:20])=[CH:16][C:15]=2[Cl:21])[C:4]=1[C:22]([O:24][CH2:25][CH3:26])=[O:23].Cl.[NH:28]1[CH2:33][CH2:32][O:31][CH:30]([CH2:34][CH2:35][C:36]([OH:38])=[O:37])[CH2:29]1. The product is [Cl:21][C:15]1[CH:16]=[C:17]([Cl:20])[CH:18]=[CH:19][C:14]=1[CH:5]1[N:6]=[C:7]([C:9]2[N:10]=[CH:11][S:12][CH:13]=2)[NH:8][C:3]([CH2:2][N:28]2[CH2:33][CH2:32][O:31][CH:30]([CH2:34][CH2:35][C:36]([OH:38])=[O:37])[CH2:29]2)=[C:4]1[C:22]([O:24][CH2:25][CH3:26])=[O:23]. No catalyst specified. The yield is 0.450. (8) The reactants are [CH:1]1([NH:8][C:9]2[O:10][CH2:11][C:12]3[CH:18]=[C:17]([NH2:19])[CH:16]=[CH:15][C:13]=3[N:14]=2)[CH2:7][CH2:6][CH2:5][CH2:4][CH2:3][CH2:2]1.[CH:20]1([S:23](Cl)(=[O:25])=[O:24])[CH2:22][CH2:21]1. No catalyst specified. The product is [CH:1]1([NH:8][C:9]2[O:10][CH2:11][C:12]3[CH:18]=[C:17]([NH:19][S:23]([CH:20]4[CH2:22][CH2:21]4)(=[O:25])=[O:24])[CH:16]=[CH:15][C:13]=3[N:14]=2)[CH2:2][CH2:3][CH2:4][CH2:5][CH2:6][CH2:7]1. The yield is 0.0250.